This data is from Orexin1 receptor HTS with 218,158 compounds and 233 confirmed actives. The task is: Binary Classification. Given a drug SMILES string, predict its activity (active/inactive) in a high-throughput screening assay against a specified biological target. (1) The result is 0 (inactive). The molecule is O(c1c(c(ccc1OC)/C=N\NC(=O)c1cc(NC(=O)C)ccc1)C(O)=O)C. (2) The molecule is Clc1c(OCC(=O)NCc2occc2)cccc1. The result is 0 (inactive). (3) The compound is O(c1cc(C(c2n3c(cc2c2ccccc2)cccc3)C[N+]([O-])=O)cc(OC)c1OC)C. The result is 0 (inactive). (4) The compound is O(CCNc1c([N+]([O-])=O)cc(C(NC(=O)c2ccccc2)CC(=O)N)cc1)c1ccccc1. The result is 0 (inactive). (5) The compound is S(=O)(=O)(N(Cc1ccccc1)C)c1ccc(SC)cc1. The result is 0 (inactive). (6) The result is 0 (inactive). The compound is Clc1ccc(CNC(=O)c2n(nc(c2)C)c2ccccc2)cc1. (7) The drug is O=C(Nc1cc2c(n(c3c2cccc3)CC)cc1)c1cc(OC)ccc1. The result is 1 (active).